From a dataset of Full USPTO retrosynthesis dataset with 1.9M reactions from patents (1976-2016). Predict the reactants needed to synthesize the given product. (1) Given the product [C:17]([O:20][C@H:21]([CH3:33])[CH2:22][CH2:23][CH2:24][CH2:25][N:9]1[C:10](=[O:14])[C:11]2[N:12]([CH3:13])[C:4]([Br:3])=[N:5][C:6]=2[N:7]([CH3:16])[C:8]1=[O:15])(=[O:19])[CH3:18], predict the reactants needed to synthesize it. The reactants are: [H-].[Na+].[Br:3][C:4]1[N:12]([CH3:13])[C:11]2[C:10](=[O:14])[NH:9][C:8](=[O:15])[N:7]([CH3:16])[C:6]=2[N:5]=1.[C:17]([O:20][CH:21]([CH3:33])[CH2:22][CH2:23][CH2:24][CH2:25][C@H](Cl)CCCCC)(=[O:19])[CH3:18]. (2) Given the product [NH2:8][C:5]1[C:4]([F:9])=[C:3]([C:2]([Cl:1])=[CH:7][N:6]=1)[C:11]#[N:12], predict the reactants needed to synthesize it. The reactants are: [Cl:1][C:2]1[C:3](I)=[C:4]([F:9])[C:5]([NH2:8])=[N:6][CH:7]=1.[CH3:11][N:12](C=O)C.CCOC(C)=O. (3) The reactants are: [I:1][C:2]1[CH:3]=[C:4]2[C:8](=[CH:9][CH:10]=1)[NH:7][C:6](=[O:11])[C:5]2=O.[N+:13]([C:16]1[CH:17]=[C:18]([C:22]2[N:23]=[N:24][N:25]([CH2:27][C:28]([NH:30][NH2:31])=[O:29])[N:26]=2)[CH:19]=[CH:20][CH:21]=1)([O-:15])=[O:14]. Given the product [N+:13]([C:16]1[CH:17]=[C:18]([C:22]2[N:23]=[N:24][N:25]([CH2:27][C:28]([NH:30][N:31]=[C:5]3[C:4]4[C:8](=[CH:9][CH:10]=[C:2]([I:1])[CH:3]=4)[NH:7][C:6]3=[O:11])=[O:29])[N:26]=2)[CH:19]=[CH:20][CH:21]=1)([O-:15])=[O:14], predict the reactants needed to synthesize it.